Task: Binary Classification. Given a drug SMILES string, predict its activity (active/inactive) in a high-throughput screening assay against a specified biological target.. Dataset: Tyrosyl-DNA phosphodiesterase HTS with 341,365 compounds (1) The molecule is s1c(c(n2cccc2)cc1)C(=O)CC#N. The result is 0 (inactive). (2) The molecule is S(Cc1c(n(nc1)c1ccccc1)n1cccc1)CC(=O)Nc1c(F)cc(F)cc1. The result is 0 (inactive). (3) The molecule is Clc1ccc(NC(=O)c2n(nc(c2)C(F)(F)F)C)cc1. The result is 0 (inactive). (4) The drug is Clc1c(S(=O)(=O)N(c2ccccc2)C)cc(cc1)C(OCC(=O)N)=O. The result is 0 (inactive). (5) The molecule is S1c2n(c(O)c(C(c3c(O)n4CCSc4nc3=O)c3ccc(cc3)C)c(=O)n2)CC1. The result is 0 (inactive).